Dataset: Forward reaction prediction with 1.9M reactions from USPTO patents (1976-2016). Task: Predict the product of the given reaction. (1) Given the reactants C(NC1C=[C:8]([CH:32]=[CH:33][CH:34]=1)[C:9]([N:11]1[CH2:16][CH2:15][CH:14]([C:17]2[CH:18]=[C:19]([CH:29]=[CH:30][CH:31]=2)[CH2:20][NH:21][C:22](=[O:28])[O:23][C:24]([CH3:27])([CH3:26])[CH3:25])[CH2:13][CH2:12]1)=[O:10])(=O)C=C.C[N+:36]1([O-])[CH2:41][CH2:40][O:39][CH2:38][CH2:37]1.[C:43](OCC)(=[O:45])C.S(=O)(O)[O-:50].[Na+], predict the reaction product. The product is: [OH:39][CH:40]([CH2:43][OH:45])[C:41]([NH:36][C:37]1[CH:38]=[C:8]([CH:32]=[CH:33][CH:34]=1)[C:9]([N:11]1[CH2:16][CH2:15][CH:14]([C:17]2[CH:18]=[C:19]([CH:29]=[CH:30][CH:31]=2)[CH2:20][NH:21][C:22](=[O:28])[O:23][C:24]([CH3:25])([CH3:27])[CH3:26])[CH2:13][CH2:12]1)=[O:10])=[O:50]. (2) Given the reactants [Br:1][C:2]1[C:3]([CH3:13])=[C:4]([C:8]([O:10][CH2:11][CH3:12])=[O:9])[NH:5][C:6]=1[CH3:7].[H-].[Na+].[CH3:16]I, predict the reaction product. The product is: [Br:1][C:2]1[C:3]([CH3:13])=[C:4]([C:8]([O:10][CH2:11][CH3:12])=[O:9])[N:5]([CH3:16])[C:6]=1[CH3:7]. (3) Given the reactants C(Cl)(=O)C(Cl)=O.CS(C)=O.[F:11][CH2:12][CH2:13][OH:14].CCN(CC)CC.[CH3:22][N:23]([CH3:32])[C:24](=[O:31])[CH2:25][CH2:26][CH2:27][N+:28]([O-:30])=[O:29], predict the reaction product. The product is: [CH3:32][N:23]([CH3:22])[C:24](=[O:31])[CH2:25][CH2:26][CH:27]([N+:28]([O-:30])=[O:29])[CH:13]([OH:14])[CH2:12][F:11].